Dataset: Reaction yield outcomes from USPTO patents with 853,638 reactions. Task: Predict the reaction yield, written as a fraction of the theoretical maximum amount of product (1.0 means a 100% yield; for example, 0.34 means a 34% yield). (1) The reactants are Cl[CH2:2][C:3]1[N:12]([C:13]2[CH:18]=[CH:17][CH:16]=[CH:15][C:14]=2[Cl:19])[C:11](=[O:20])[C:10]2[C:5](=[CH:6][C:7]([O:23][CH3:24])=[C:8]([O:21][CH3:22])[CH:9]=2)[N:4]=1.O.[SH:26][C:27]1[N:35]=[CH:34][N:33]=[C:32]2[C:28]=1[NH:29][CH:30]=[N:31]2.C([O-])([O-])=O.[K+].[K+]. The catalyst is CN(C=O)C. The product is [Cl:19][C:14]1[CH:15]=[CH:16][CH:17]=[CH:18][C:13]=1[N:12]1[C:11](=[O:20])[C:10]2[C:5](=[CH:6][C:7]([O:23][CH3:24])=[C:8]([O:21][CH3:22])[CH:9]=2)[N:4]=[C:3]1[CH2:2][S:26][C:27]1[N:35]=[CH:34][N:33]=[C:32]2[C:28]=1[N:29]=[CH:30][NH:31]2. The yield is 0.650. (2) The reactants are C(OC(=O)[N:7]([CH2:12][C:13]1[CH:14]=[N:15][C:16]([C:19]2[S:27][C:26]3[C:21](=[N:22][CH:23]=[CH:24][C:25]=3[O:28][C:29]3[CH:34]=[CH:33][C:32]([NH:35][C:36]([NH:38][CH:39]4[CH2:41][CH2:40]4)=[O:37])=[CH:31][C:30]=3[F:42])[CH:20]=2)=[CH:17][CH:18]=1)[CH2:8][CH2:9][O:10][CH3:11])(C)(C)C.C(O)(C(F)(F)F)=O.C(OCC)C. The catalyst is ClCCl. The product is [CH:39]1([NH:38][C:36]([NH:35][C:32]2[CH:33]=[CH:34][C:29]([O:28][C:25]3[CH:24]=[CH:23][N:22]=[C:21]4[CH:20]=[C:19]([C:16]5[CH:17]=[CH:18][C:13]([CH2:12][NH:7][CH2:8][CH2:9][O:10][CH3:11])=[CH:14][N:15]=5)[S:27][C:26]=34)=[C:30]([F:42])[CH:31]=2)=[O:37])[CH2:41][CH2:40]1. The yield is 0.820. (3) The reactants are Cl.[CH:2]([C:4]1[C:9]([CH3:10])=[CH:8][C:7]([NH:11][C:12]([CH2:14][CH2:15][N:16]2[CH2:21][CH2:20][CH:19]([O:22][C:23](=[O:37])[NH:24][C:25]3[CH:30]=[CH:29][CH:28]=[CH:27][C:26]=3[C:31]3[CH:36]=[CH:35][CH:34]=[CH:33][CH:32]=3)[CH2:18][CH2:17]2)=[O:13])=[C:6]([CH3:38])[CH:5]=1)=O.C(O)(=O)C.[NH2:43][CH2:44][C@@H:45]([C:54]1[CH:55]=[CH:56][C:57]([OH:63])=[C:58]([NH:60][CH:61]=[O:62])[CH:59]=1)[O:46][Si:47]([C:50]([CH3:53])([CH3:52])[CH3:51])([CH3:49])[CH3:48].C(O[BH-](OC(=O)C)OC(=O)C)(=O)C.[Na+].C(=O)(O)[O-].[Na+]. The catalyst is ClCCl.CO. The product is [Si:47]([O:46][C@H:45]([C:54]1[CH:55]=[CH:56][C:57]([OH:63])=[C:58]([NH:60][CH:61]=[O:62])[CH:59]=1)[CH2:44][NH:43][CH2:2][C:4]1[C:9]([CH3:10])=[CH:8][C:7]([NH:11][C:12]([CH2:14][CH2:15][N:16]2[CH2:21][CH2:20][CH:19]([O:22][C:23](=[O:37])[NH:24][C:25]3[CH:30]=[CH:29][CH:28]=[CH:27][C:26]=3[C:31]3[CH:36]=[CH:35][CH:34]=[CH:33][CH:32]=3)[CH2:18][CH2:17]2)=[O:13])=[C:6]([CH3:38])[CH:5]=1)([C:50]([CH3:53])([CH3:52])[CH3:51])([CH3:49])[CH3:48]. The yield is 0.860. (4) The reactants are C([O:3][C:4](=[O:25])[CH2:5][C:6]1[C:7](=[O:24])[O:8][C:9]2[C:14]([C:15]=1[C:16]1[CH:21]=[CH:20][CH:19]=[CH:18][CH:17]=1)=[CH:13][C:12]([CH3:22])=[C:11]([Cl:23])[CH:10]=2)C.[Br:26]N1C(=O)CCC1=O.Cl. The catalyst is C(OCC)(=O)C.C(O)(=O)C. The product is [Br:26][CH2:22][C:12]1[CH:13]=[C:14]2[C:9](=[CH:10][C:11]=1[Cl:23])[O:8][C:7](=[O:24])[C:6]([CH2:5][C:4]([OH:3])=[O:25])=[C:15]2[C:16]1[CH:21]=[CH:20][CH:19]=[CH:18][CH:17]=1. The yield is 0.440. (5) The reactants are S(=O)(=O)(O)[OH:2].[F:6][C:7]1[C:12]([C:13]#[N:14])=[C:11]([F:15])[C:10]([C:16]#[N:17])=[C:9]([F:18])[C:8]=1[F:19].[OH2:20]. No catalyst specified. The product is [F:6][C:7]1[C:12]([C:13]([NH2:14])=[O:20])=[C:11]([F:15])[C:10]([C:16]([NH2:17])=[O:2])=[C:9]([F:18])[C:8]=1[F:19]. The yield is 0.988. (6) The reactants are C1(P([N:15]=[N+:16]=[N-:17])(C2C=CC=CC=2)=O)C=CC=CC=1.[CH3:18][C:19]1[O:23][C:22]([CH:24]([C:26]2([CH3:31])[CH2:30][CH2:29][CH2:28][O:27]2)O)=[CH:21][CH:20]=1.N12CCCN=C1CCCCC2.O. The catalyst is C1(C)C=CC=CC=1.C(OCC)(=O)C. The product is [N:15]([CH:24]([C:26]1([CH3:31])[CH2:30][CH2:29][CH2:28][O:27]1)[C:22]1[O:23][C:19]([CH3:18])=[CH:20][CH:21]=1)=[N+:16]=[N-:17]. The yield is 0.370. (7) The reactants are FC(F)(F)S(O[C:7]1[CH:8]=[C:9]([C:17]([O:19][CH3:20])=[O:18])[CH:10]=[C:11]([CH:16]=1)[C:12]([O:14][CH3:15])=[O:13])(=O)=O.[C:40]1(P([C:36]2[CH:41]=[CH:40][CH:39]=CC=2)[C:40]2[CH:39]=CC=[CH:36][CH:41]=2)[CH:39]=CC=[CH:36][CH:41]=1.C[C:43]([OH:47])(C)C#C.C(N(CC)CC)C. The catalyst is [Cu](I)I.Cl[Pd](Cl)([P](C1C=CC=CC=1)(C1C=CC=CC=1)C1C=CC=CC=1)[P](C1C=CC=CC=1)(C1C=CC=CC=1)C1C=CC=CC=1.O.N1C=CC=CC=1. The product is [CH3:15][O:14][C:12]([C:11]1[CH:16]=[C:7]([C:39]#[C:40][CH:41]([CH3:36])[CH2:43][OH:47])[CH:8]=[C:9]([C:17]([O:19][CH3:20])=[O:18])[CH:10]=1)=[O:13]. The yield is 0.980. (8) The reactants are [NH:1]1[CH:5]=[CH:4][CH:3]=[C:2]1[C:6]([O:8][CH3:9])=[O:7].[Al+3].[Cl-].[Cl-].[Cl-].[CH3:14][O:15]C(Cl)Cl. The catalyst is C(Cl)Cl.C[N+]([O-])=O. The product is [CH:14]([C:4]1[CH:3]=[C:2]([C:6]([O:8][CH3:9])=[O:7])[NH:1][CH:5]=1)=[O:15]. The yield is 0.620. (9) The reactants are [Cl:1][C:2]1[S:3][C:4]([Cl:21])=[CH:5][C:6]=1[S:7]([NH:10][C:11]1[CH:19]=[CH:18][C:14]([C:15]([OH:17])=[O:16])=[C:13]([OH:20])[CH:12]=1)(=[O:9])=[O:8].N1C=CC=CC=1.C(N1C=CN=C1)(N1C=CN=C1)=O.[N:40]([CH2:47][CH2:48]O)([CH2:44][CH2:45][OH:46])[CH2:41][CH2:42][OH:43].[C:50]([OH:56])([C:52]([F:55])([F:54])[F:53])=[O:51]. The catalyst is CC#N.O.CO. The product is [F:53][C:52]([F:55])([F:54])[C:50]([OH:56])=[O:51].[Cl:1][C:2]1[S:3][C:4]([Cl:21])=[CH:5][C:6]=1[S:7]([NH:10][C:11]1[CH:19]=[CH:18][C:14]([C:15]([O:17][CH2:48][CH2:47][N:40]([CH2:44][CH2:45][OH:46])[CH2:41][CH2:42][OH:43])=[O:16])=[C:13]([OH:20])[CH:12]=1)(=[O:9])=[O:8]. The yield is 0.580. (10) The reactants are C[O:2][C:3]1[CH:4]=[C:5]2[C:9](=[CH:10][CH:11]=1)[C@H:8]([C@H:12]([CH2:17][CH3:18])[C:13]([O:15][CH3:16])=[O:14])[CH2:7][CH2:6]2.[Al+3].[Cl-].[Cl-].[Cl-].CCS. The catalyst is C(Cl)Cl. The product is [OH:2][C:3]1[CH:4]=[C:5]2[C:9](=[CH:10][CH:11]=1)[C@H:8]([C@H:12]([CH2:17][CH3:18])[C:13]([O:15][CH3:16])=[O:14])[CH2:7][CH2:6]2. The yield is 0.980.